This data is from Forward reaction prediction with 1.9M reactions from USPTO patents (1976-2016). The task is: Predict the product of the given reaction. (1) The product is: [CH:1]1([CH2:4][N:5]2[C:9]3[CH:10]=[CH:11][C:12]([C:14]([N:41]4[CH2:40][CH2:39][CH2:38][CH2:36]4)=[O:15])=[CH:13][C:8]=3[N:7]=[C:6]2[CH2:17][C:18]2[CH:23]=[CH:22][C:21]([O:24][CH2:25][CH3:26])=[CH:20][CH:19]=2)[CH2:2][CH2:3]1. Given the reactants [CH:1]1([CH2:4][N:5]2[C:9]3[CH:10]=[CH:11][C:12]([C:14](O)=[O:15])=[CH:13][C:8]=3[N:7]=[C:6]2[CH2:17][C:18]2[CH:23]=[CH:22][C:21]([O:24][CH2:25][CH3:26])=[CH:20][CH:19]=2)[CH2:3][CH2:2]1.CN(C(ON1N=NC2[CH:38]=[CH:39][CH:40]=[N:41][C:36]1=2)=[N+](C)C)C.F[P-](F)(F)(F)(F)F.CCN(C(C)C)C(C)C.N1CCCC1.Cl, predict the reaction product. (2) Given the reactants [F:1][C:2]1[CH:3]=[C:4]2[C:9](=[CH:10][C:11]=1[F:12])[N:8]=[CH:7][C:6]([C:13]([O:15]CC)=[O:14])=[CH:5]2.[OH-].[K+].O, predict the reaction product. The product is: [F:1][C:2]1[CH:3]=[C:4]2[C:9](=[CH:10][C:11]=1[F:12])[N:8]=[CH:7][C:6]([C:13]([OH:15])=[O:14])=[CH:5]2.